Dataset: Catalyst prediction with 721,799 reactions and 888 catalyst types from USPTO. Task: Predict which catalyst facilitates the given reaction. (1) Reactant: [CH2:1]([O:6][C:7]1[CH:8]=[C:9]2[C:14](=[CH:15][CH:16]=1)[O:13][CH2:12][C:11]([CH2:17][NH2:18])=[CH:10]2)[CH2:2][CH2:3][CH2:4][CH3:5].[C:19](OC(=O)C)(=[O:21])[CH3:20]. Product: [CH2:1]([O:6][C:7]1[CH:8]=[C:9]2[C:14](=[CH:15][CH:16]=1)[O:13][CH2:12][C:11]([CH2:17][NH:18][C:19](=[O:21])[CH3:20])=[CH:10]2)[CH2:2][CH2:3][CH2:4][CH3:5]. The catalyst class is: 17. (2) Reactant: [Cl:1][C:2]1[NH:6][C:5]([CH3:7])=[N:4][C:3]=1[C:8]1[CH:9]=[C:10]([CH:15]=[CH:16][C:17]=1[CH3:18])[C:11]([O:13]C)=[O:12].[OH-].[Na+]. Product: [Cl:1][C:2]1[NH:6][C:5]([CH3:7])=[N:4][C:3]=1[C:8]1[CH:9]=[C:10]([CH:15]=[CH:16][C:17]=1[CH3:18])[C:11]([OH:13])=[O:12]. The catalyst class is: 5. (3) Reactant: S(=O)(=O)(O)O.[C:6]1([C@H:16]([NH:18][CH2:19]/[CH:20]=[CH:21]/[C:22]2[CH:27]=[CH:26][CH:25]=[C:24]([C:28]([F:31])([F:30])[F:29])[CH:23]=2)[CH3:17])[C:15]2[C:10](=[CH:11][CH:12]=[CH:13][CH:14]=2)[CH:9]=[CH:8][CH:7]=1.[OH-].[Na+].[ClH:34]. Product: [ClH:34].[C:6]1([C@H:16]([NH:18][CH2:19]/[CH:20]=[CH:21]/[C:22]2[CH:27]=[CH:26][CH:25]=[C:24]([C:28]([F:29])([F:30])[F:31])[CH:23]=2)[CH3:17])[C:15]2[C:10](=[CH:11][CH:12]=[CH:13][CH:14]=2)[CH:9]=[CH:8][CH:7]=1. The catalyst class is: 282. (4) Reactant: [F:1][CH:2]([F:5])[CH2:3][OH:4].[F:6][C:7]1[CH:12]=[C:11](F)[CH:10]=[CH:9][N:8]=1.[H-].[Na+]. Product: [F:1][CH:2]([F:5])[CH2:3][O:4][C:11]1[CH:10]=[CH:9][N:8]=[C:7]([F:6])[CH:12]=1. The catalyst class is: 3. (5) Reactant: Cl[C:2]1[CH:3]=[C:4]2[N:11]([CH3:12])[CH2:10][CH2:9][N:5]2[C:6](=[O:8])[N:7]=1.[H-].[Na+].[F:15][C:16]1[CH:30]=[C:29]([CH2:31][OH:32])[CH:28]=[C:27]([F:33])[C:17]=1[O:18][C:19]1[CH:20]=[C:21]([CH:24]=[CH:25][CH:26]=1)[C:22]#[N:23]. Product: [F:15][C:16]1[CH:30]=[C:29]([CH2:31][O:32][C:2]2[CH:3]=[C:4]3[N:11]([CH3:12])[CH2:10][CH2:9][N:5]3[C:6](=[O:8])[N:7]=2)[CH:28]=[C:27]([F:33])[C:17]=1[O:18][C:19]1[CH:20]=[C:21]([CH:24]=[CH:25][CH:26]=1)[C:22]#[N:23]. The catalyst class is: 3. (6) Reactant: [OH:1][C:2]1[CH:7]=[CH:6][C:5]([C@@H:8]([C:13]#[C:14][CH3:15])[CH2:9][C:10]([OH:12])=[O:11])=[CH:4][CH:3]=1.[CH3:16]I. Product: [CH3:16][O:11][C:10](=[O:12])[CH2:9][C@@H:8]([C:5]1[CH:4]=[CH:3][C:2]([OH:1])=[CH:7][CH:6]=1)[C:13]#[C:14][CH3:15]. The catalyst class is: 21. (7) Reactant: C(OC(=O)[NH:7][C@@H:8]([CH2:30][CH:31]([CH3:33])[CH3:32])[CH2:9][O:10][C:11]1[CH:12]=[CH:13][C:14]2[C:24]3[C:19](=[C:20]([NH:25][C:26](=[O:28])[CH3:27])[N:21]=[CH:22][CH:23]=3)[CH:18]([CH3:29])[O:17][C:15]=2[CH:16]=1)(C)(C)C.C(O)(C(F)(F)F)=O. Product: [NH2:7][C@@H:8]([CH2:30][CH:31]([CH3:33])[CH3:32])[CH2:9][O:10][C:11]1[CH:12]=[CH:13][C:14]2[C:24]3[C:19](=[C:20]([NH:25][C:26](=[O:28])[CH3:27])[N:21]=[CH:22][CH:23]=3)[CH:18]([CH3:29])[O:17][C:15]=2[CH:16]=1. The catalyst class is: 4. (8) Reactant: C(O)(=O)C1C=CC(C=[O:7])=CC=1.CC(O)(C(C1C=CC(OCCO)=CC=1)=O)C.[CH:28]1([N:34]=[C:35]=[N:36][CH:37]2[CH2:42][CH2:41][CH2:40][CH2:39][CH2:38]2)[CH2:33][CH2:32][CH2:31][CH2:30][CH2:29]1. Product: [C:35]([NH:34][CH:28]1[CH2:29][CH2:30][CH2:31][CH2:32][CH2:33]1)([NH:36][CH:37]1[CH2:42][CH2:41][CH2:40][CH2:39][CH2:38]1)=[O:7]. The catalyst class is: 119.